This data is from Catalyst prediction with 721,799 reactions and 888 catalyst types from USPTO. The task is: Predict which catalyst facilitates the given reaction. Product: [F:10][C:11]1[CH:16]=[CH:15][C:14]([C@:17]([C:25]2[CH:30]=[C:29]([C:31]([F:32])([F:34])[F:33])[CH:28]=[C:27]([F:35])[CH:26]=2)([NH:36][C:37](=[O:48])[C:38]2[CH:43]=[CH:42][CH:41]=[C:40]([C:44]([F:45])([F:46])[F:47])[CH:39]=2)[CH2:18][C:19]2[CH:20]=[CH:21][CH:22]=[CH:23][CH:24]=2)=[CH:13][C:12]=1[O:49][C:51]([CH3:57])([CH3:56])[C:52]([O:54][CH3:55])=[O:53]. Reactant: C(N)(=O)C1C=CC=CC=1.[F:10][C:11]1[CH:16]=[CH:15][C:14]([C@@:17]([NH:36][C:37](=[O:48])[C:38]2[CH:43]=[CH:42][CH:41]=[C:40]([C:44]([F:47])([F:46])[F:45])[CH:39]=2)([C:25]2[CH:30]=[C:29]([C:31]([F:34])([F:33])[F:32])[CH:28]=[C:27]([F:35])[CH:26]=2)[CH2:18][C:19]2[CH:24]=[CH:23][CH:22]=[CH:21][CH:20]=2)=[CH:13][C:12]=1[OH:49].Br[C:51]([CH3:57])([CH3:56])[C:52]([O:54][CH3:55])=[O:53].C([O-])([O-])=O.[K+].[K+]. The catalyst class is: 31.